This data is from Reaction yield outcomes from USPTO patents with 853,638 reactions. The task is: Predict the reaction yield, written as a fraction of the theoretical maximum amount of product (1.0 means a 100% yield; for example, 0.34 means a 34% yield). (1) The reactants are CS(C)=O.C(Cl)(=O)C(Cl)=O.[CH3:11][C:12]1[C:16]([CH2:17][OH:18])=[C:15]([CH3:19])[N:14]([C:20]2[CH:25]=[CH:24][CH:23]=[CH:22][N:21]=2)[N:13]=1.C(N(CC)CC)C. The catalyst is C(Cl)Cl. The product is [CH3:11][C:12]1[C:16]([CH:17]=[O:18])=[C:15]([CH3:19])[N:14]([C:20]2[CH:25]=[CH:24][CH:23]=[CH:22][N:21]=2)[N:13]=1. The yield is 0.970. (2) The yield is 0.600. The product is [C:6]([C:5]1[CH:4]=[C:3]2[C:2](=[CH:9][CH:8]=1)[NH:1][C@@H:13]([CH:10]1[CH2:11][CH2:12]1)[C@H:16]([CH3:17])[C@H:15]2[NH:18][C:19](=[O:28])[O:20][CH2:21][C:22]1[CH:23]=[CH:24][CH:25]=[CH:26][CH:27]=1)#[N:7]. The reactants are [NH2:1][C:2]1[CH:9]=[CH:8][C:5]([C:6]#[N:7])=[CH:4][CH:3]=1.[CH:10]1([CH:13]=O)[CH2:12][CH2:11]1.[CH:15](/[NH:18][C:19](=[O:28])[O:20][CH2:21][C:22]1[CH:27]=[CH:26][CH:25]=[CH:24][CH:23]=1)=[CH:16]\[CH3:17]. The catalyst is ClCCl. (3) The reactants are [CH2:1]([O:3][C:4]1[CH:5]=[C:6]([CH2:13][CH:14]([NH2:16])[CH3:15])[CH:7]=[CH:8][C:9]=1[O:10][CH2:11]C)C.C(=O)([O-])[O-].[Na+].[Na+].C(N1[C:32](=[O:33])[C:31]2=[CH:34][CH:35]=[CH:36][CH:37]=[C:30]2[C:29]1=[O:38])(OCC)=O. The catalyst is O.C(#N)C. The product is [C:29]1(=[O:38])[N:16]([CH:14]([CH2:13][C:6]2[CH:7]=[CH:8][C:9]([O:10][CH3:11])=[C:4]([O:3][CH3:1])[CH:5]=2)[CH3:15])[C:32](=[O:33])[C:31]2=[CH:34][CH:35]=[CH:36][CH:37]=[C:30]12. The yield is 0.530. (4) The reactants are [CH2:1]([O:8][C:9](=[O:29])[C@@H:10]([N:16]1[C:28]2[CH:27]=[CH:26][CH:25]=[CH:24][C:23]=2[C:22]2[C:17]1=[CH:18][CH:19]=[CH:20][CH:21]=2)[CH2:11][CH2:12][C:13]([OH:15])=[O:14])[C:2]1[CH:7]=[CH:6][CH:5]=[CH:4][CH:3]=1.C1CCC(N=C=NC2CCCCC2)CC1.[CH2:45](O)[CH2:46][OH:47]. The catalyst is C(Cl)Cl.CN(C1C=CN=CC=1)C.CO.C(Cl)Cl. The product is [CH:27]1[C:28]2[N:16]([C@@H:10]([CH2:11][CH2:12][C:13]([O:15][CH2:45][CH2:46][OH:47])=[O:14])[C:9]([O:8][CH2:1][C:2]3[CH:7]=[CH:6][CH:5]=[CH:4][CH:3]=3)=[O:29])[C:17]3[C:22](=[CH:21][CH:20]=[CH:19][CH:18]=3)[C:23]=2[CH:24]=[CH:25][CH:26]=1. The yield is 0.710.